This data is from Experimentally validated miRNA-target interactions with 360,000+ pairs, plus equal number of negative samples. The task is: Binary Classification. Given a miRNA mature sequence and a target amino acid sequence, predict their likelihood of interaction. (1) The miRNA is hsa-miR-485-5p with sequence AGAGGCUGGCCGUGAUGAAUUC. The protein sequence of the target gene is MGTALDIKIKRANKVYHAGEVLSGVVVISSKDSVQHQGVSLTMEGTVNLQLSAKSVGVFEAFYNSVKPIQIINSTIEMVKPGKFPSGKTEIPFEFPLHLKGNKVLYETYHGVFVNIQYTLRCDMKRSLLAKDLTKTCEFIVHSAPQKGKFTPSPVDFTITPETLQNVKERALLPKFLLRGHLNSTNCVITQPLTGELVVESSEAAIRSVELQLVRVETCGCAEGYARDATEIQNIQIADGDVCRGLSVPIYMVFPRLFTCPTLETTNFKVEFEVNIVVLLHPDHLITENFPLKLCRI. Result: 1 (interaction). (2) The protein sequence of the target gene is MLFKQQVWLRQKLLVLGSLAVGSLLYLVARVGSLDRLQPICPVESRFGGAHNQAELPLRALQFKRGLLHEFRKGNSSKEQVHLHDLVQQLPKAIIIGVRKGGTRALLEMLNLHPAVVKASQEIHFFDNDENYAKGIEWYRKKMPFSYPQQITIEKSPAYFITEEVPERIYKMNSSIKLLIIVREPTTRAISDYTQVLEGKERKNKTYYKFEKLAIDPNTCEVNTKYKAVRTSIYTKHLERWLKYFPIEQFHIVDGDRLITEPLPELQLVEKFLNLPPRISQYNLYFNATRGFYCLRFNII.... The miRNA is mmu-miR-546 with sequence AUGGUGGCACGGAGUC. Result: 0 (no interaction). (3) The miRNA is mmu-miR-466m-3p with sequence UACAUACACACAUACACACGCA. The protein sequence of the target gene is MRECLSIHIGQAGVQIGDACWELYCLEHGIQPDGFILDHQHDNLENPKVEHMNASLDTFFHETRAGKHVPRTLFMDLEPTVIDGIRVGRYHSLFHPEQLVNGKEDAANTYARGRYSVGSEVIELVLERIRKLAEQCSGLQGFLIYRSFGGGTGSGFTSLLMERLSVEYCKKIKLEFSVYPSPRISTAVVEPYNAILTTHSTIEYSDCAFMVDNEALYDICQHKLGIERPSYASINRLIAQVSSSITASLRFEGPLNVDLIEFQTNLVPYPRIHFPITALAPIISAEKAYQEQLSVSDVTA.... Result: 1 (interaction).